The task is: Predict the reactants needed to synthesize the given product.. This data is from Full USPTO retrosynthesis dataset with 1.9M reactions from patents (1976-2016). (1) Given the product [NH2:5][C:6]1[C:15]2[N:16]=[C:17]([CH2:28][O:29][CH2:30][CH3:31])[N:18]([CH2:19][C:20]([NH:23][S:24]([CH3:27])(=[O:26])=[O:25])([CH3:22])[CH3:21])[C:14]=2[C:13]2[CH:12]=[CH:11][C:10]([O:32][CH2:3][C:2]#[CH:1])=[CH:9][C:8]=2[N:7]=1, predict the reactants needed to synthesize it. The reactants are: [CH2:1](Br)[C:2]#[CH:3].[NH2:5][C:6]1[C:15]2[N:16]=[C:17]([CH2:28][O:29][CH2:30][CH3:31])[N:18]([CH2:19][C:20]([NH:23][S:24]([CH3:27])(=[O:26])=[O:25])([CH3:22])[CH3:21])[C:14]=2[C:13]2[CH:12]=[CH:11][C:10]([OH:32])=[CH:9][C:8]=2[N:7]=1.C(=O)([O-])[O-].[Cs+].[Cs+].O. (2) Given the product [CH3:18][O:19][C:20]1[CH:27]=[C:26]([O:28][CH3:29])[C:25]([N:30]2[CH2:34][CH2:33][CH2:32][CH2:31]2)=[CH:24][C:21]=1/[CH:22]=[CH:2]/[C:1]([C:4]1[CH:9]=[CH:8][C:7]([S:10]([NH:13][CH2:14][C:15]([OH:17])=[O:16])(=[O:12])=[O:11])=[CH:6][CH:5]=1)=[O:3], predict the reactants needed to synthesize it. The reactants are: [C:1]([C:4]1[CH:9]=[CH:8][C:7]([S:10]([NH:13][CH2:14][C:15]([OH:17])=[O:16])(=[O:12])=[O:11])=[CH:6][CH:5]=1)(=[O:3])[CH3:2].[CH3:18][O:19][C:20]1[CH:27]=[C:26]([O:28][CH3:29])[C:25]([N:30]2[CH2:34][CH2:33][CH2:32][CH2:31]2)=[CH:24][C:21]=1[CH:22]=O.C[O-].[Li+]. (3) Given the product [Cl:1][C:2]1[N:7]=[C:6]([C:13]2[CH:14]=[CH:15][C:16]([O:17][CH3:18])=[C:11]([CH:12]=2)[CH:9]=[O:10])[CH:5]=[CH:4][N:3]=1, predict the reactants needed to synthesize it. The reactants are: [Cl:1][C:2]1[N:7]=[C:6](Cl)[CH:5]=[CH:4][N:3]=1.[CH:9]([C:11]1[CH:12]=[C:13](B(O)O)[CH:14]=[CH:15][C:16]=1[O:17][CH3:18])=[O:10]. (4) Given the product [C:17]1([N:14]2[CH:15]=[CH:16][C:12]([C:11]3[C:2](=[O:1])[O:3][C:4]4[C:9]([CH:10]=3)=[CH:8][CH:7]=[C:6]([N:23]3[CH2:28][CH2:27][NH:26][CH2:25][CH2:24]3)[CH:5]=4)=[N:13]2)[CH:18]=[CH:19][CH:20]=[CH:21][CH:22]=1, predict the reactants needed to synthesize it. The reactants are: [O:1]=[C:2]1[C:11]([C:12]2[CH:16]=[CH:15][N:14]([C:17]3[CH:22]=[CH:21][CH:20]=[CH:19][CH:18]=3)[N:13]=2)=[CH:10][C:9]2[C:4](=[CH:5][C:6]([N:23]3[CH2:28][CH2:27][N:26](C(OC(C)(C)C)=O)[CH2:25][CH2:24]3)=[CH:7][CH:8]=2)[O:3]1. (5) The reactants are: [CH2:1]([O:8][C:9]1[CH:14]=[C:13](I)[CH:12]=[CH:11][C:10]=1[N:16]1[S:20](=[O:22])(=[O:21])[NH:19][C:18](=[O:23])[CH2:17]1)[C:2]1[CH:7]=[CH:6][CH:5]=[CH:4][CH:3]=1.[CH3:24][C:25]([CH3:30])=[CH:26]B(O)O.C([O-])([O-])=O.[Na+].[Na+]. Given the product [CH2:1]([O:8][C:9]1[CH:14]=[C:13]([CH:24]=[C:25]([CH3:30])[CH3:26])[CH:12]=[CH:11][C:10]=1[N:16]1[S:20](=[O:22])(=[O:21])[NH:19][C:18](=[O:23])[CH2:17]1)[C:2]1[CH:7]=[CH:6][CH:5]=[CH:4][CH:3]=1, predict the reactants needed to synthesize it.